From a dataset of Forward reaction prediction with 1.9M reactions from USPTO patents (1976-2016). Predict the product of the given reaction. (1) Given the reactants [CH:1](N1CCCC1=O)=[CH2:2].[C:9]1([N:15]=[N+:16]=[N-:17])[CH:14]=[CH:13][CH:12]=[CH:11][CH:10]=1, predict the reaction product. The product is: [C:9]1([N:15]2[CH:2]=[CH:1][N:17]=[N:16]2)[CH:14]=[CH:13][CH:12]=[CH:11][CH:10]=1. (2) Given the reactants [NH2:1][C:2]1[C:3]2[C:10]([C:11]3[CH:16]=[CH:15][CH:14]=[C:13]([O:17][CH2:18][CH:19]4[CH2:23][CH2:22][CH2:21][O:20]4)[CH:12]=3)=[CH:9][N:8]([C@H:24]3[CH2:27][C@H:26]([CH2:28]O)[CH2:25]3)[C:4]=2[N:5]=[CH:6][N:7]=1.[NH:30]1[CH2:37][CH2:36][CH2:35][C@@H:31]1[C:32]([NH2:34])=[O:33], predict the reaction product. The product is: [NH2:1][C:2]1[C:3]2[C:10]([C:11]3[CH:16]=[CH:15][CH:14]=[C:13]([O:17][CH2:18][CH:19]4[CH2:23][CH2:22][CH2:21][O:20]4)[CH:12]=3)=[CH:9][N:8]([C@H:24]3[CH2:27][C@H:26]([CH2:28][N:30]4[CH2:37][CH2:36][CH2:35][C@@H:31]4[C:32]([NH2:34])=[O:33])[CH2:25]3)[C:4]=2[N:5]=[CH:6][N:7]=1. (3) The product is: [CH2:14]1[C:10]2([CH2:25][CH2:26][NH:8][CH2:9]2)[CH2:11][CH2:12][N:13]1[C:15]1[CH:24]=[CH:23][C:18]([C:19]([O:21][CH3:22])=[O:20])=[CH:17][N:16]=1. Given the reactants C([N:8]1[CH2:26][CH2:25][C:10]2([CH2:14][N:13]([C:15]3[CH:24]=[CH:23][C:18]([C:19]([O:21][CH3:22])=[O:20])=[CH:17][N:16]=3)[CH2:12][CH2:11]2)[CH2:9]1)C1C=CC=CC=1, predict the reaction product. (4) Given the reactants C(OC([N:8]1[CH2:13][CH2:12][C:11]([C:16](=[O:25])[NH:17][C:18]2[CH:23]=[CH:22][C:21]([Cl:24])=[CH:20][CH:19]=2)([C:14]#[N:15])[CH2:10][CH2:9]1)=O)(C)(C)C.Cl, predict the reaction product. The product is: [Cl:24][C:21]1[CH:22]=[CH:23][C:18]([NH:17][C:16]([C:11]2([C:14]#[N:15])[CH2:10][CH2:9][NH:8][CH2:13][CH2:12]2)=[O:25])=[CH:19][CH:20]=1.